Predict the reaction yield, written as a fraction of the theoretical maximum amount of product (1.0 means a 100% yield; for example, 0.34 means a 34% yield). From a dataset of Reaction yield outcomes from USPTO patents with 853,638 reactions. (1) The reactants are [Cl:1][C:2]1[C:7]([C:8]([OH:10])=[O:9])=[CH:6][CH:5]=[C:4]([C:11]2[CH:16]=[C:15]([O:17][CH2:18][CH:19]([CH3:21])[CH3:20])[CH:14]=[C:13]([F:22])[CH:12]=2)[N:3]=1.S(Cl)(Cl)=O.[CH2:27](O)[CH3:28]. No catalyst specified. The product is [Cl:1][C:2]1[C:7]([C:8]([O:10][CH2:27][CH3:28])=[O:9])=[CH:6][CH:5]=[C:4]([C:11]2[CH:16]=[C:15]([O:17][CH2:18][CH:19]([CH3:20])[CH3:21])[CH:14]=[C:13]([F:22])[CH:12]=2)[N:3]=1. The yield is 0.666. (2) The reactants are [H-].[Al+3].[Li+].[H-].[H-].[H-].CO[C:9]([N:11]1[CH2:16][CH2:15][NH:14][CH:13]([CH2:17][CH2:18][O:19][C:20]2[CH:25]=[CH:24][CH:23]=[CH:22][CH:21]=2)[CH2:12]1)=O.[OH-].[Na+].S([O-])([O-])(=O)=O.[Na+].[Na+]. The catalyst is O1CCCC1.O. The product is [CH3:9][N:11]1[CH2:16][CH2:15][NH:14][CH:13]([CH2:17][CH2:18][O:19][C:20]2[CH:25]=[CH:24][CH:23]=[CH:22][CH:21]=2)[CH2:12]1. The yield is 0.880. (3) The reactants are C(O[C:6](=O)[N:7]([C:9]1[CH:14]=[C:13]([F:15])[C:12]([F:16])=[CH:11][C:10]=1[N:17]([C:19]([C:21]1[CH:22]=[N:23][CH:24]=[CH:25][C:26]=1[O:27][C:28]1[CH:33]=[C:32]([Cl:34])[CH:31]=[CH:30][C:29]=1[Cl:35])=[O:20])[CH3:18])C)(C)(C)C.[OH-].[Na+].C(#N)C. The catalyst is Cl. The product is [Cl:35][C:29]1[CH:30]=[CH:31][C:32]([Cl:34])=[CH:33][C:28]=1[O:27][C:26]1[C:21]([C:19]([N:17]([C:10]2[CH:11]=[C:12]([F:16])[C:13]([F:15])=[CH:14][C:9]=2[NH:7][CH3:6])[CH3:18])=[O:20])=[CH:22][N:23]=[CH:24][CH:25]=1. The yield is 0.220. (4) The reactants are Br[C:2]1[CH:7]=[CH:6][C:5]([C@@H:8]([NH:10][C:11]2[N:12]=[CH:13][C:14]3[N:20]([CH3:21])[C:19](=[O:22])[C:18]([CH3:24])([CH3:23])[CH2:17][N:16]([CH:25]4[CH2:29][CH2:28][CH2:27][CH2:26]4)[C:15]=3[N:30]=2)[CH3:9])=[CH:4][CH:3]=1.[CH3:31][N:32]1[CH2:37][CH2:36][NH:35][CH2:34][CH2:33]1.C(P(C(C)(C)C)C1C=CC=CC=1C1C=CC=CC=1)(C)(C)C.[O-]P([O-])([O-])=O.[K+].[K+].[K+]. The yield is 0.100. The product is [CH:25]1([N:16]2[CH2:17][C:18]([CH3:24])([CH3:23])[C:19](=[O:22])[N:20]([CH3:21])[C:14]3[CH:13]=[N:12][C:11]([NH:10][C@H:8]([C:5]4[CH:6]=[CH:7][C:2]([N:35]5[CH2:36][CH2:37][N:32]([CH3:31])[CH2:33][CH2:34]5)=[CH:3][CH:4]=4)[CH3:9])=[N:30][C:15]2=3)[CH2:29][CH2:28][CH2:27][CH2:26]1. The catalyst is C1C=CC(/C=C/C(/C=C/C2C=CC=CC=2)=O)=CC=1.C1C=CC(/C=C/C(/C=C/C2C=CC=CC=2)=O)=CC=1.C1C=CC(/C=C/C(/C=C/C2C=CC=CC=2)=O)=CC=1.[Pd].[Pd].COCCOC. (5) The reactants are C[Si]([C:5]#[N:6])(C)C.[NH2:7][C:8]1[CH:13]=[CH:12][C:11]([CH3:14])=[CH:10][CH:9]=1.[F:15][CH2:16][C:17](=O)[CH3:18]. The catalyst is ClCCl. The product is [F:15][CH2:16][C:17]([CH3:18])([NH:7][C:8]1[CH:13]=[CH:12][C:11]([CH3:14])=[CH:10][CH:9]=1)[C:5]#[N:6]. The yield is 0.930. (6) The catalyst is O1CCCC1.C(OCC)(=O)C.O. The reactants are C([Si](C)(C)[O:6][CH:7]([C:16]1[CH:21]=[CH:20][N:19]=[CH:18][CH:17]=1)[C:8]([C:10]1[CH:15]=[CH:14][CH:13]=[CH:12][CH:11]=1)=[O:9])(C)(C)C.[F-].C([N+](CCCC)(CCCC)CCCC)CCC. The yield is 0.130. The product is [OH:6][CH:7]([C:16]1[CH:17]=[CH:18][N:19]=[CH:20][CH:21]=1)[C:8]([C:10]1[CH:15]=[CH:14][CH:13]=[CH:12][CH:11]=1)=[O:9]. (7) The reactants are [C:1]([O:5][C:6](=[O:40])[CH2:7][C@H:8]([NH:20][C:21](=[O:39])[C@@H:22]([NH:28][C:29](OCC1C=CC=CC=1)=[O:30])[CH2:23][C:24]([CH3:27])([CH3:26])[CH3:25])[CH2:9][N:10]1[C:18]2[C:13](=[CH:14][C:15]([F:19])=[CH:16][CH:17]=2)[CH2:12][CH2:11]1)([CH3:4])([CH3:3])[CH3:2].C(O)(=O)[C:42]1[CH:47]=[CH:46][CH:45]=[C:44]([O:48][CH3:49])[CH:43]=1. No catalyst specified. The product is [C:1]([O:5][C:6](=[O:40])[CH2:7][C@H:8]([NH:20][C:21](=[O:39])[C@@H:22]([NH:28][C:29](=[O:30])[C:42]1[CH:47]=[CH:46][CH:45]=[C:44]([O:48][CH3:49])[CH:43]=1)[CH2:23][C:24]([CH3:27])([CH3:25])[CH3:26])[CH2:9][N:10]1[C:18]2[C:13](=[CH:14][C:15]([F:19])=[CH:16][CH:17]=2)[CH2:12][CH2:11]1)([CH3:2])([CH3:4])[CH3:3]. The yield is 0.920. (8) The reactants are [CH3:1][C:2]1[N:7]=[C:6]([NH:8][C:9]([NH2:11])=[S:10])[CH:5]=[CH:4][CH:3]=1.[C:12]1([C:22]2[CH:27]=[CH:26][CH:25]=[CH:24][CH:23]=2)[CH:17]=[CH:16][C:15]([C:18](=O)[CH2:19]Br)=[CH:14][CH:13]=1. No catalyst specified. The product is [C:12]1([C:22]2[CH:23]=[CH:24][CH:25]=[CH:26][CH:27]=2)[CH:13]=[CH:14][C:15]([C:18]2[N:11]=[C:9]([NH:8][C:6]3[CH:5]=[CH:4][CH:3]=[C:2]([CH3:1])[N:7]=3)[S:10][CH:19]=2)=[CH:16][CH:17]=1. The yield is 0.850.